From a dataset of Forward reaction prediction with 1.9M reactions from USPTO patents (1976-2016). Predict the product of the given reaction. Given the reactants [F:1][C:2]1[CH:10]=[C:9]([F:11])[CH:8]=[CH:7][C:3]=1[C:4](Cl)=[O:5].Cl.[NH:13]1[CH2:16][CH2:15][CH2:14]1.CCN(CC)CC, predict the reaction product. The product is: [N:13]1([C:4]([C:3]2[CH:7]=[CH:8][C:9]([F:11])=[CH:10][C:2]=2[F:1])=[O:5])[CH2:16][CH2:15][CH2:14]1.